Task: Predict the reaction yield, written as a fraction of the theoretical maximum amount of product (1.0 means a 100% yield; for example, 0.34 means a 34% yield).. Dataset: Reaction yield outcomes from USPTO patents with 853,638 reactions (1) The yield is 0.438. The reactants are S=[C:2]1[CH2:7][CH:6]([C:8]([O:10][CH2:11][CH3:12])=[O:9])[CH2:5][CH2:4][NH:3]1.[F:13][C:14]([F:20])([F:19])[C:15]([NH:17][NH2:18])=O. The product is [F:13][C:14]([F:20])([F:19])[C:15]1[N:3]2[CH2:4][CH2:5][CH:6]([C:8]([O:10][CH2:11][CH3:12])=[O:9])[CH2:7][C:2]2=[N:18][N:17]=1. The catalyst is C1COCC1.[Hg](OC(C)=O)OC(C)=O. (2) The reactants are [OH:1][C:2]1[CH:3]=[C:4]([CH:10]=[CH:11][C:12]=1[OH:13])[C:5]([O:7][CH2:8][CH3:9])=[O:6].[C:14](=O)([O-])[O-].[K+].[K+].IC. The catalyst is CN(C=O)C. The product is [OH:1][C:2]1[CH:3]=[C:4]([CH:10]=[CH:11][C:12]=1[O:13][CH3:14])[C:5]([O:7][CH2:8][CH3:9])=[O:6]. The yield is 0.530.